From a dataset of Reaction yield outcomes from USPTO patents with 853,638 reactions. Predict the reaction yield, written as a fraction of the theoretical maximum amount of product (1.0 means a 100% yield; for example, 0.34 means a 34% yield). (1) The reactants are [CH:1](=O)[CH:2]([CH3:4])[CH3:3].[NH:6]1[C:10]2[CH:11]=[CH:12][CH:13]=[CH:14][C:9]=2[N:8]=[C:7]1[CH2:15][N:16]([CH:26]1[C:35]2[N:34]=[CH:33][CH:32]=[CH:31][C:30]=2[CH2:29][CH2:28][CH2:27]1)[CH2:17][C:18]1[CH:23]=[CH:22][C:21]([CH2:24][NH2:25])=[CH:20][CH:19]=1.[BH4-].[Na+]. The catalyst is CO. The product is [CH2:1]([NH:25][CH2:24][C:21]1[CH:22]=[CH:23][C:18]([CH2:17][N:16]([CH2:15][C:7]2[NH:6][C:10]3[CH:11]=[CH:12][CH:13]=[CH:14][C:9]=3[N:8]=2)[CH:26]2[C:35]3[N:34]=[CH:33][CH:32]=[CH:31][C:30]=3[CH2:29][CH2:28][CH2:27]2)=[CH:19][CH:20]=1)[CH:2]([CH3:4])[CH3:3]. The yield is 0.250. (2) The reactants are [S:1]1[CH:5]=[CH:4][CH:3]=[C:2]1[C:6]1[C:16]2[O:15][CH2:14][CH2:13][N:12](C(OC(C)(C)C)=O)[CH2:11][C:10]=2[CH:9]=[CH:8][CH:7]=1.C(OCC)(=O)C.[ClH:30]. The catalyst is C(OCC)(=O)C. The product is [ClH:30].[S:1]1[CH:5]=[CH:4][CH:3]=[C:2]1[C:6]1[C:16]2[O:15][CH2:14][CH2:13][NH:12][CH2:11][C:10]=2[CH:9]=[CH:8][CH:7]=1. The yield is 0.860. (3) The reactants are F[C:2]1[CH:7]=[CH:6][C:5]([N:8]2[CH2:13][CH2:12][O:11][CH2:10][CH2:9]2)=[CH:4][C:3]=1[N+:14]([O-:16])=[O:15].[CH3:17][O:18][C:19]([C:21]1[NH:22][CH:23]=[C:24]([C:26]2[CH:31]=[CH:30][CH:29]=[CH:28][CH:27]=2)[CH:25]=1)=[O:20].C(=O)([O-])[O-].[Cs+].[Cs+]. The catalyst is CN(C)C=O.CCOC(C)=O. The product is [CH3:17][O:18][C:19]([C:21]1[N:22]([C:2]2[CH:7]=[CH:6][C:5]([N:8]3[CH2:13][CH2:12][O:11][CH2:10][CH2:9]3)=[CH:4][C:3]=2[N+:14]([O-:16])=[O:15])[CH:23]=[C:24]([C:26]2[CH:31]=[CH:30][CH:29]=[CH:28][CH:27]=2)[CH:25]=1)=[O:20]. The yield is 0.700. (4) The reactants are N(C(N(C)C)=O)=NC(N(C)C)=O.C(OC([N:20]1[CH2:25][CH2:24][N:23]([C:26]2[C:27]([O:32][CH2:33][CH2:34][OH:35])=[N:28][CH:29]=[CH:30][N:31]=2)[CH2:22][CH2:21]1)=O)(C)(C)C.[N:36]1([C:42]2[CH:43]=[C:44](O)[CH:45]=[CH:46][CH:47]=2)[CH2:41][CH2:40][O:39][CH2:38][CH2:37]1.C1(P(C2C=CC=CC=2)C2C=CC=CC=2)C=CC=CC=1. The catalyst is C1COCC1. The product is [N:23]1([C:26]2[C:27]([O:32][CH2:33][CH2:34][O:35][C:46]3[CH:45]=[CH:44][CH:43]=[C:42]([N:36]4[CH2:37][CH2:38][O:39][CH2:40][CH2:41]4)[CH:47]=3)=[N:28][CH:29]=[CH:30][N:31]=2)[CH2:22][CH2:21][NH:20][CH2:25][CH2:24]1. The yield is 0.100. (5) The reactants are [Cl:1][C:2]1[CH:7]=[CH:6][C:5]([S:8]([NH:11][C@H:12]([CH2:16][CH2:17][C:18]([F:21])([F:20])[F:19])[C:13]([NH2:15])=[O:14])(=[O:10])=[O:9])=[CH:4][CH:3]=1.C(=O)([O-])[O-].[K+].[K+].Br[CH2:29][C:30]1[CH:37]=[CH:36][C:33]([C:34]#[N:35])=[CH:32][C:31]=1[F:38].C(OCC)(=O)C. The catalyst is [Br-].C([N+](CCCC)(CCCC)CCCC)CCC.O. The product is [Cl:1][C:2]1[CH:7]=[CH:6][C:5]([S:8]([N:11]([CH2:29][C:30]2[CH:37]=[CH:36][C:33]([C:34]#[N:35])=[CH:32][C:31]=2[F:38])[C@H:12]([CH2:16][CH2:17][C:18]([F:21])([F:19])[F:20])[C:13]([NH2:15])=[O:14])(=[O:10])=[O:9])=[CH:4][CH:3]=1. The yield is 0.780. (6) The reactants are [F:1][C:2]1[CH:7]=[C:6]([N+:8]([O-])=O)[CH:5]=[CH:4][C:3]=1[N:11]1[CH2:16][CH2:15][N:14]([CH2:17][C:18]([NH2:20])=[O:19])[CH2:13][CH2:12]1.CO.CN(C)C=O. The catalyst is [Pd]. The product is [NH2:8][C:6]1[CH:5]=[CH:4][C:3]([N:11]2[CH2:16][CH2:15][N:14]([CH2:17][C:18]([NH2:20])=[O:19])[CH2:13][CH2:12]2)=[C:2]([F:1])[CH:7]=1. The yield is 0.970. (7) The reactants are [C:1]([O:5][C:6]([NH:8][C:9]1[C:10]([CH3:21])=[N:11][C:12]([O:16][CH2:17][C:18]([OH:20])=O)=[N:13][C:14]=1[CH3:15])=[O:7])([CH3:4])([CH3:3])[CH3:2].[CH:22]1([CH2:25][N:26]2[CH2:31][CH2:30][CH:29]([NH:32][CH3:33])[CH2:28][CH2:27]2)[CH2:24][CH2:23]1.C(N(CC)CC)C. The catalyst is C(#N)C. The product is [CH:22]1([CH2:25][N:26]2[CH2:31][CH2:30][CH:29]([N:32]([CH3:33])[C:18](=[O:20])[CH2:17][O:16][C:12]3[N:13]=[C:14]([CH3:15])[C:9]([NH:8][C:6](=[O:7])[O:5][C:1]([CH3:2])([CH3:3])[CH3:4])=[C:10]([CH3:21])[N:11]=3)[CH2:28][CH2:27]2)[CH2:23][CH2:24]1. The yield is 0.520.